This data is from Catalyst prediction with 721,799 reactions and 888 catalyst types from USPTO. The task is: Predict which catalyst facilitates the given reaction. (1) Reactant: [Br:1][C:2]1[CH:7]=[CH:6][C:5]([OH:8])=[CH:4][CH:3]=1.[H-].[Na+].Cl[CH:12](Cl)[C:13]1[CH:18]=[CH:17][CH:16]=[CH:15][CH:14]=1. Product: [C:13]1([CH:12]([O:8][C:5]2[CH:6]=[CH:7][C:2]([Br:1])=[CH:3][CH:4]=2)[O:8][C:5]2[CH:6]=[CH:7][C:2]([Br:1])=[CH:3][CH:4]=2)[CH:18]=[CH:17][CH:16]=[CH:15][CH:14]=1. The catalyst class is: 60. (2) Reactant: [Cl:1][C:2]1[C:3]([O:12][C:13]2[CH:18]=[C:17]([O:19][CH2:20][CH2:21][O:22][CH3:23])[CH:16]=[CH:15][C:14]=2[CH2:24][CH2:25][C:26]([OH:28])=O)=[N:4][CH:5]=[C:6]([C:8]([F:11])([F:10])[F:9])[CH:7]=1.[S:29]([NH2:33])([NH2:32])(=[O:31])=[O:30].N12CCCN=C1CCCCC2.Cl. Product: [NH2:32][S:29]([NH:33][C:26](=[O:28])[CH2:25][CH2:24][C:14]1[CH:15]=[CH:16][C:17]([O:19][CH2:20][CH2:21][O:22][CH3:23])=[CH:18][C:13]=1[O:12][C:3]1[C:2]([Cl:1])=[CH:7][C:6]([C:8]([F:10])([F:11])[F:9])=[CH:5][N:4]=1)(=[O:31])=[O:30]. The catalyst class is: 54. (3) Reactant: [Cl:1][C:2]1[CH:3]=[C:4]([NH:10][C:11]2[N:16]=[C:15]([NH:17][C@H:18]([C:20]3[CH:25]=[CH:24][C:23]([F:26])=[CH:22][N:21]=3)[CH3:19])[C:14]([CH3:27])=[CH:13][C:12]=2[N+:28]([O-])=O)[C:5]([O:8][CH3:9])=[N:6][CH:7]=1. Product: [Cl:1][C:2]1[CH:3]=[C:4]([NH:10][C:11]2[C:12]([NH2:28])=[CH:13][C:14]([CH3:27])=[C:15]([NH:17][C@H:18]([C:20]3[CH:25]=[CH:24][C:23]([F:26])=[CH:22][N:21]=3)[CH3:19])[N:16]=2)[C:5]([O:8][CH3:9])=[N:6][CH:7]=1. The catalyst class is: 171. (4) Reactant: [CH2:1]([O:3][C:4]([C:6]1([C:9]2[CH:14]=[CH:13][C:12]([C:15]3[CH:20]=[CH:19][C:18]([C:21]4[S:22][C:23]([Cl:29])=[CH:24][C:25]=4C(=O)N)=[CH:17][C:16]=3[O:30][CH3:31])=[CH:11][CH:10]=2)[CH2:8][CH2:7]1)=[O:5])[CH3:2].[C:32]1([C@H:38]([OH:40])[CH3:39])[CH:37]=[CH:36][CH:35]=[CH:34][CH:33]=1.[N:41]1[CH:46]=CC=CC=1.FC(F)(F)C(OI(C1C=CC=CC=1)OC(=O)C(F)(F)F)=[O:50]. Product: [CH2:1]([O:3][C:4]([C:6]1([C:9]2[CH:10]=[CH:11][C:12]([C:15]3[CH:20]=[CH:19][C:18]([C:21]4[S:22][C:23]([Cl:29])=[CH:24][C:25]=4[NH:41][C:46]([O:40][C@@H:38]([C:32]4[CH:37]=[CH:36][CH:35]=[CH:34][CH:33]=4)[CH3:39])=[O:50])=[CH:17][C:16]=3[O:30][CH3:31])=[CH:13][CH:14]=2)[CH2:8][CH2:7]1)=[O:5])[CH3:2]. The catalyst class is: 11. (5) Reactant: C([N:8]1[CH2:13][CH2:12][N:11]([C:14]2[CH:19]=[CH:18][N:17]=[C:16]3[NH:20][CH:21]=[C:22]([NH:23][C:24](=[O:26])[CH3:25])[C:15]=23)[CH2:10][CH2:9]1)C1C=CC=CC=1. Product: [N:11]1([C:14]2[CH:19]=[CH:18][N:17]=[C:16]3[NH:20][CH:21]=[C:22]([NH:23][C:24](=[O:26])[CH3:25])[C:15]=23)[CH2:12][CH2:13][NH:8][CH2:9][CH2:10]1. The catalyst class is: 750. (6) Reactant: [C:1]1([NH:7][C:8]2[CH:14]=[CH:13][C:11]([NH2:12])=[CH:10][CH:9]=2)[CH:6]=[CH:5][CH:4]=[CH:3][CH:2]=1.O[CH:16]1[CH2:20][CH2:19][CH2:18][O:17]1. Product: [OH:17][CH2:16][CH2:20][CH2:19][CH:18]1[CH:19]2[CH2:20][CH2:16][O:17][CH:18]2[C:13]2[CH:14]=[C:8]([NH:7][C:1]3[CH:2]=[CH:3][CH:4]=[CH:5][CH:6]=3)[CH:9]=[CH:10][C:11]=2[NH:12]1. The catalyst class is: 6. (7) Reactant: [Cl:1][C:2]1[N:7]=[C:6](Cl)[CH:5]=[CH:4][N:3]=1.[C:9]1(B(O)O)[CH:14]=[CH:13][CH:12]=[CH:11][CH:10]=1.C(=O)([O-])[O-].[K+].[K+].C(O)C.O. Product: [Cl:1][C:2]1[N:7]=[C:6]([C:9]2[CH:14]=[CH:13][CH:12]=[CH:11][CH:10]=2)[CH:5]=[CH:4][N:3]=1. The catalyst class is: 109.